Task: Predict the reactants needed to synthesize the given product.. Dataset: Full USPTO retrosynthesis dataset with 1.9M reactions from patents (1976-2016) Given the product [Cl:16][C:8]1[S:9][CH:10]=[CH:11][C:7]=1[C:6]1[S:5][C:4]([NH:12][C:13](=[O:15])[CH3:14])=[N:3][C:2]=1[CH3:1], predict the reactants needed to synthesize it. The reactants are: [CH3:1][C:2]1[N:3]=[C:4]([NH:12][C:13](=[O:15])[CH3:14])[S:5][C:6]=1[C:7]1[CH:11]=[CH:10][S:9][CH:8]=1.[Cl:16]N1C(=O)CCC1=O.